Dataset: Forward reaction prediction with 1.9M reactions from USPTO patents (1976-2016). Task: Predict the product of the given reaction. (1) Given the reactants C(OC(=O)[CH2:5][N:6]([C:24]1[C:28]2=[N:29][CH:30]=[CH:31][CH:32]=[C:27]2[NH:26][CH:25]=1)[C:7]([CH:9]1[CH2:13][CH2:12][CH2:11][N:10]1[C:14](OCC1C=CC=CC=1)=[O:15])=[O:8])C, predict the reaction product. The product is: [NH:26]1[C:27]2[C:28](=[N:29][CH:30]=[CH:31][CH:32]=2)[C:24]([N:6]2[CH2:5][C:14](=[O:15])[N:10]3[CH2:11][CH2:12][CH2:13][CH:9]3[C:7]2=[O:8])=[CH:25]1. (2) Given the reactants [C:1]([C:3]1[CH:8]=[CH:7][C:6]([CH3:9])=[CH:5][C:4]=1[N:10]([CH3:15])[S:11]([CH3:14])(=[O:13])=[O:12])#[N:2].N, predict the reaction product. The product is: [NH2:2][CH2:1][C:3]1[CH:8]=[CH:7][C:6]([CH3:9])=[CH:5][C:4]=1[N:10]([CH3:15])[S:11]([CH3:14])(=[O:13])=[O:12]. (3) Given the reactants COC1[CH:30]=[CH:29][C:6]([CH2:7][NH:8][CH2:9][CH2:10][NH:11][C:12]([C:14]2[S:15][CH:16]=[CH:17][C:18]=2[NH:19][C:20]2[CH:25]=[CH:24][N:23]=[C:22]3[NH:26][CH:27]=[CH:28][C:21]=23)=[O:13])=[CH:5][CH:4]=1.[N:31]1C=CC(C=O)=CC=1, predict the reaction product. The product is: [N:31]1[CH:30]=[CH:29][C:6]([CH2:7][NH:8][CH2:9][CH2:10][NH:11][C:12]([C:14]2[S:15][CH:16]=[CH:17][C:18]=2[NH:19][C:20]2[CH:25]=[CH:24][N:23]=[C:22]3[NH:26][CH:27]=[CH:28][C:21]=23)=[O:13])=[CH:5][CH:4]=1. (4) Given the reactants C(O)(C(F)(F)F)=O.[O:8]=[C:9]1[N:14]([CH2:15][CH2:16][O:17][C:18]2[CH:23]=[CH:22][C:21]([N:24]3[CH2:29][CH2:28][N:27]([C:30]4[CH:31]=[CH:32][C:33]5[N:34]([C:36]([C:39]([F:42])([F:41])[F:40])=[N:37][N:38]=5)[N:35]=4)[CH2:26][CH2:25]3)=[CH:20][CH:19]=2)[CH2:13][CH2:12][N:11](C(OC(C)(C)C)=O)[CH2:10]1, predict the reaction product. The product is: [F:42][C:39]([F:40])([F:41])[C:36]1[N:34]2[N:35]=[C:30]([N:27]3[CH2:26][CH2:25][N:24]([C:21]4[CH:22]=[CH:23][C:18]([O:17][CH2:16][CH2:15][N:14]5[CH2:13][CH2:12][NH:11][CH2:10][C:9]5=[O:8])=[CH:19][CH:20]=4)[CH2:29][CH2:28]3)[CH:31]=[CH:32][C:33]2=[N:38][N:37]=1. (5) Given the reactants [CH3:1][CH:2]1[S:7][CH2:6][CH2:5][CH2:4][S:3]1.C([Li])CCC.[F:13][C:14]([F:21])([F:20])[C:15]([O:17]CC)=O.[Cl-].[NH4+], predict the reaction product. The product is: [F:21][C:14]([F:13])([F:20])[C:15]([C:2]1([CH3:1])[S:7][CH2:6][CH2:5][CH2:4][S:3]1)=[O:17].